From a dataset of Human liver microsome stability data. Regression/Classification. Given a drug SMILES string, predict its absorption, distribution, metabolism, or excretion properties. Task type varies by dataset: regression for continuous measurements (e.g., permeability, clearance, half-life) or binary classification for categorical outcomes (e.g., BBB penetration, CYP inhibition). Dataset: hlm. (1) The drug is O=C1COCCN1c1ccc(C2CC(c3ccc([N+](=O)[O-])o3)=NO2)cc1. The result is 0 (unstable in human liver microsomes). (2) The compound is CCN(CC)CCOc1ccc2c(O)c3ccc(Br)cc3nc2c1. The result is 0 (unstable in human liver microsomes).